Task: Predict the reactants needed to synthesize the given product.. Dataset: Full USPTO retrosynthesis dataset with 1.9M reactions from patents (1976-2016) (1) Given the product [OH2:3].[OH:3][C@:4]1([C:16]2[S:17][CH:18]=[CH:19][N:20]=2)[CH2:9][CH2:8][C@H:7]([C:10]([OH:12])=[O:11])[C:6]([CH3:14])([CH3:15])[CH2:5]1, predict the reactants needed to synthesize it. The reactants are: [OH-].[Na+].[OH:3][C@:4]1([C:16]2[S:17][CH:18]=[CH:19][N:20]=2)[CH2:9][CH2:8][C@H:7]([C:10]([O:12]C)=[O:11])[C:6]([CH3:15])([CH3:14])[CH2:5]1.Cl. (2) Given the product [F:1][C:2]1[C:11]([F:12])=[C:10]2[C:5]([CH:6]=[C:7]([I:13])[CH:8]=[N:9]2)=[CH:4][CH:3]=1, predict the reactants needed to synthesize it. The reactants are: [F:1][C:2]1[C:11]([F:12])=[C:10]2[C:5]([CH:6]=[CH:7][CH:8]=[N:9]2)=[CH:4][CH:3]=1.[I:13]N1C(=O)CCC1=O. (3) Given the product [Cl:34][C:35]1[CH:36]=[CH:37][C:38]([CH:39]=[CH:40][CH2:41][N:42]2[C:47](=[O:48])[C:46]([CH2:49][N:11]3[CH2:12][CH2:13][N:8]([CH3:6])[CH2:9][CH2:10]3)=[CH:45][C:44]([C:55]3[CH:60]=[CH:59][C:58]([O:61][CH3:62])=[C:57]([F:63])[CH:56]=3)=[N:43]2)=[CH:64][CH:65]=1, predict the reactants needed to synthesize it. The reactants are: C(O[C:6]([N:8]1[CH2:13][CH2:12][N:11](C2C(=O)N(CC(C)C)N=C(C3C=CC(C)=C(F)C=3)C=2C)[CH2:10][CH2:9]1)=O)(C)(C)C.[Cl:34][C:35]1[CH:65]=[CH:64][C:38]([CH:39]=[CH:40][CH2:41][N:42]2[C:47](=[O:48])[C:46]([CH2:49]OS(C)(=O)=O)=[CH:45][C:44]([C:55]3[CH:60]=[CH:59][C:58]([O:61][CH3:62])=[C:57]([F:63])[CH:56]=3)=[N:43]2)=[CH:37][CH:36]=1.CN1CCNCC1. (4) Given the product [Cl:24][C:25]1[C:26]([C:7]2[CH:12]=[CH:11][C:10]([F:13])=[C:9]([NH:14][CH2:15][CH:16]3[CH2:17][CH2:18][O:19][CH2:20][CH2:21]3)[N:8]=2)=[CH:27][C:28]([F:31])=[N:29][CH:30]=1, predict the reactants needed to synthesize it. The reactants are: FC(F)(F)S(O[C:7]1[CH:12]=[CH:11][C:10]([F:13])=[C:9]([NH:14][CH2:15][CH:16]2[CH2:21][CH2:20][O:19][CH2:18][CH2:17]2)[N:8]=1)(=O)=O.[Cl:24][C:25]1[C:26](B(O)O)=[CH:27][C:28]([F:31])=[N:29][CH:30]=1.C(Cl)Cl.C([O-])([O-])=O.[Na+].[Na+]. (5) Given the product [C@@H:6]1([C:24]2[CH:29]=[CH:28][C:27]([Cl:30])=[C:26]([CH2:31][C:32]3[S:33][C:34]([C:37]4[CH:42]=[CH:41][C:40]([C:43](=[O:45])[NH2:44])=[CH:39][CH:38]=4)=[CH:35][CH:36]=3)[CH:25]=2)[O:7][C@H:8]([CH2:19][OH:20])[C@@H:9]([OH:15])[C@H:10]([OH:11])[C@H:5]1[OH:4], predict the reactants needed to synthesize it. The reactants are: C([O:4][C@@H:5]1[C@@H:10]([O:11]C(=O)C)[C@H:9]([O:15]C(=O)C)[C@@H:8]([CH2:19][O:20]C(=O)C)[O:7][C@H:6]1[C:24]1[CH:29]=[CH:28][C:27]([Cl:30])=[C:26]([CH2:31][C:32]2[S:33][C:34]([C:37]3[CH:42]=[CH:41][C:40]([C:43]#[N:44])=[CH:39][CH:38]=3)=[CH:35][CH:36]=2)[CH:25]=1)(=O)C.[OH-:45].[Na+].OO.O. (6) Given the product [CH3:1][O:2][C:3]1[C:8]([C:9]([CH3:12])([CH3:11])[CH3:10])=[CH:7][C:6]([CH3:13])=[CH:5][C:4]=1[Si:28]([Cl:29])([CH3:31])[CH3:26], predict the reactants needed to synthesize it. The reactants are: [CH3:1][O:2][C:3]1[C:8]([C:9]([CH3:12])([CH3:11])[CH3:10])=[CH:7][C:6]([CH3:13])=[CH:5][C:4]=1Br.CCCCCC.C([Li])CCC.[CH2:26]([Si:28]([CH2:31]C)(Cl)[Cl:29])C. (7) The reactants are: [F:1][C:2]([F:21])([F:20])[O:3][C:4]1[CH:9]=[CH:8][C:7]([N:10]2[CH:14]=[C:13]([C:15](OCC)=[O:16])[CH:12]=[N:11]2)=[CH:6][CH:5]=1.[H-].[H-].[H-].[H-].[Li+].[Al+3]. Given the product [F:21][C:2]([F:1])([F:20])[O:3][C:4]1[CH:9]=[CH:8][C:7]([N:10]2[CH:14]=[C:13]([CH2:15][OH:16])[CH:12]=[N:11]2)=[CH:6][CH:5]=1, predict the reactants needed to synthesize it.